Dataset: Catalyst prediction with 721,799 reactions and 888 catalyst types from USPTO. Task: Predict which catalyst facilitates the given reaction. (1) Reactant: [Cl-].[Cl:2][C:3]1[CH:8]=[CH:7][C:6]([C@@:9]2([OH:23])[CH2:14][CH2:13][N:12]([C:15](=[O:20])[C@H:16]([NH3+:19])[CH2:17][CH3:18])[CH2:11][C:10]2([CH3:22])[CH3:21])=[CH:5][CH:4]=1.[CH:24]1([C:29](Cl)=[O:30])[CH2:28][CH2:27][CH2:26][CH2:25]1.CCN(C(C)C)C(C)C. Product: [Cl:2][C:3]1[CH:4]=[CH:5][C:6]([C@@:9]2([OH:23])[CH2:14][CH2:13][N:12]([C:15](=[O:20])[C@H:16]([NH:19][C:29]([CH:24]3[CH2:28][CH2:27][CH2:26][CH2:25]3)=[O:30])[CH2:17][CH3:18])[CH2:11][C:10]2([CH3:22])[CH3:21])=[CH:7][CH:8]=1. The catalyst class is: 1. (2) Reactant: [Cl:1][C:2]1[CH:3]=[C:4]([CH:7]=[CH:8][C:9]=1[S:10]([N:13]1[CH2:18][CH2:17][N:16]([C:19]2[CH:24]=[CH:23][C:22]([F:25])=[CH:21][C:20]=2[C:26]([F:29])([F:28])[F:27])[CH2:15][C@H:14]1[CH3:30])(=[O:12])=[O:11])[C:5]#[N:6].[OH:31]S(O)(=O)=O. Product: [Cl:1][C:2]1[CH:3]=[C:4]([CH:7]=[CH:8][C:9]=1[S:10]([N:13]1[CH2:18][CH2:17][N:16]([C:19]2[CH:24]=[CH:23][C:22]([F:25])=[CH:21][C:20]=2[C:26]([F:28])([F:27])[F:29])[CH2:15][C@H:14]1[CH3:30])(=[O:11])=[O:12])[C:5]([NH2:6])=[O:31]. The catalyst class is: 67. (3) Reactant: [O:1]1[CH2:6][CH:5]=[C:4]([C:7]2[C:8]([O:13][C@H:14]3[CH2:19][CH2:18][C@H:17]([NH:20][C:21]4[S:22][C:23]5[CH:29]=[CH:28][CH:27]=[CH:26][C:24]=5[N:25]=4)[CH2:16][CH2:15]3)=[N:9][CH:10]=[CH:11][N:12]=2)[CH2:3][CH2:2]1.C([O-])=O.[NH4+]. Product: [O:1]1[CH2:6][CH2:5][CH:4]([C:7]2[C:8]([O:13][C@H:14]3[CH2:15][CH2:16][C@H:17]([NH:20][C:21]4[S:22][C:23]5[CH:29]=[CH:28][CH:27]=[CH:26][C:24]=5[N:25]=4)[CH2:18][CH2:19]3)=[N:9][CH:10]=[CH:11][N:12]=2)[CH2:3][CH2:2]1. The catalyst class is: 105. (4) Reactant: Cl[CH:2](Cl)[O:3][C:4]1[CH:9]=[CH:8][CH:7]=[CH:6][CH:5]=1.[CH3:11][S:12]([NH2:15])(=[O:14])=[O:13].[C:16](=[O:19])([O-])O.[Na+]. Product: [CH3:11][S:12]([NH:15][CH:2]([O:19][C:16]1[CH:8]=[CH:9][CH:4]=[CH:5][CH:6]=1)[O:3][C:4]1[CH:9]=[CH:8][CH:7]=[CH:6][CH:5]=1)(=[O:14])=[O:13]. The catalyst class is: 10. (5) Reactant: C(OC([NH:8][CH2:9][C:10]1[O:14][N:13]=[C:12]([CH:15]2[CH2:17][CH2:16]2)[CH:11]=1)=O)(C)(C)C.Cl. Product: [NH2:8][CH2:9][C:10]1[O:14][N:13]=[C:12]([CH:15]2[CH2:17][CH2:16]2)[CH:11]=1. The catalyst class is: 5. (6) Reactant: [H-].[Na+].[F:3][C:4]([F:18])([F:17])[C:5]1[CH:10]=[CH:9][CH:8]=[CH:7][C:6]=1[CH:11]([OH:16])[C:12]([F:15])([F:14])[F:13].[NH2:19][C:20]1[N:25]=[C:24](Cl)[CH:23]=[C:22]([Cl:27])[N:21]=1.O. Product: [Cl:27][C:22]1[CH:23]=[C:24]([O:16][CH:11]([C:6]2[CH:7]=[CH:8][CH:9]=[CH:10][C:5]=2[C:4]([F:17])([F:18])[F:3])[C:12]([F:13])([F:14])[F:15])[N:25]=[C:20]([NH2:19])[N:21]=1. The catalyst class is: 56. (7) Reactant: C(OC([N:8]1[CH2:13][CH2:12][CH:11]([O:14][C:15]2[CH:23]=[CH:22][C:21]3[N:20]4[CH2:24][CH2:25][NH:26][C:27](=[O:28])[C:19]4=[CH:18][C:17]=3[CH:16]=2)[CH2:10][CH2:9]1)=O)(C)(C)C.FC(F)(F)C(O)=O. Product: [NH:8]1[CH2:9][CH2:10][CH:11]([O:14][C:15]2[CH:23]=[CH:22][C:21]3[N:20]4[CH2:24][CH2:25][NH:26][C:27](=[O:28])[C:19]4=[CH:18][C:17]=3[CH:16]=2)[CH2:12][CH2:13]1. The catalyst class is: 4.